From a dataset of Full USPTO retrosynthesis dataset with 1.9M reactions from patents (1976-2016). Predict the reactants needed to synthesize the given product. Given the product [NH2:31][C:30]1[CH:29]=[CH:28][CH:38]=[CH:37][C:46]=1[NH:44][C:15](=[O:17])[CH2:14][CH:11]1[S:10][C:9]([NH:18][C:19]2[CH:20]=[CH:21][CH:22]=[CH:23][CH:24]=2)=[N:8][C:12]1=[O:13], predict the reactants needed to synthesize it. The reactants are: NC1C=CC=CC=1[N:8]1[C:12](=[O:13])[CH:11]([CH2:14][C:15]([OH:17])=O)[S:10][CH:9]1[NH:18][C:19]1[CH:24]=[CH:23][CH:22]=[CH:21][CH:20]=1.Cl.CN(C)[CH2:28][CH2:29][CH2:30][N:31]=C=NCC.[CH3:37][C:38]#N.C(Cl)Cl.C[N:44]([CH:46]=O)C.